Dataset: CYP2C9 substrate classification data from Carbon-Mangels et al.. Task: Regression/Classification. Given a drug SMILES string, predict its absorption, distribution, metabolism, or excretion properties. Task type varies by dataset: regression for continuous measurements (e.g., permeability, clearance, half-life) or binary classification for categorical outcomes (e.g., BBB penetration, CYP inhibition). Dataset: cyp2c9_substrate_carbonmangels. (1) The drug is COc1ccc(CCN2CCC(Nc3nc4ccccc4n3Cc3ccc(F)cc3)CC2)cc1. The result is 0 (non-substrate). (2) The molecule is CC[C@@]1(c2ccncc2)CCC(=O)NC1=O. The result is 0 (non-substrate). (3) The drug is CN1CCN(C2=Nc3cc(Cl)ccc3Nc3ccccc32)CC1. The result is 1 (substrate). (4) The molecule is COC(=O)C1=C(C)NC(C)=C(C(=O)OC(C)C)[C@H]1c1cccc2nonc12. The result is 0 (non-substrate). (5) The drug is CN1C(=O)CC[C@H]1c1cccnc1. The result is 0 (non-substrate). (6) The compound is COc1cc(OC)c(C(=O)CCCN2CCCC2)c(OC)c1. The result is 0 (non-substrate). (7) The result is 0 (non-substrate). The compound is c1ccc2[nH]c(-c3cscn3)nc2c1. (8) The drug is CN(CCOc1ccc(C[C@@H]2SC(=O)NC2=O)cc1)c1ccccn1. The result is 1 (substrate). (9) The compound is COC(=O)[C@H]1[C@@H](O)CC[C@H]2CN3CCc4c([nH]c5ccccc45)[C@@H]3C[C@@H]21. The result is 0 (non-substrate).